This data is from NCI-60 drug combinations with 297,098 pairs across 59 cell lines. The task is: Regression. Given two drug SMILES strings and cell line genomic features, predict the synergy score measuring deviation from expected non-interaction effect. (1) Synergy scores: CSS=-1.97, Synergy_ZIP=0.777, Synergy_Bliss=0.179, Synergy_Loewe=-2.70, Synergy_HSA=-3.24. Cell line: HOP-62. Drug 1: CN(C)N=NC1=C(NC=N1)C(=O)N. Drug 2: CN(C(=O)NC(C=O)C(C(C(CO)O)O)O)N=O. (2) Drug 1: CNC(=O)C1=CC=CC=C1SC2=CC3=C(C=C2)C(=NN3)C=CC4=CC=CC=N4. Drug 2: CN(C)N=NC1=C(NC=N1)C(=O)N. Cell line: HCT116. Synergy scores: CSS=3.34, Synergy_ZIP=-4.97, Synergy_Bliss=-8.09, Synergy_Loewe=-8.27, Synergy_HSA=-6.79.